From a dataset of Forward reaction prediction with 1.9M reactions from USPTO patents (1976-2016). Predict the product of the given reaction. (1) The product is: [CH2:1]([O:3][C:4]([C:6]1[C:7](=[O:29])[C:8]2[CH:13]=[N:12][C:11]([NH:30][C:31]3[CH:41]=[CH:40][CH:39]=[C:33]([C:34](=[O:35])[N:36]([CH3:37])[CH3:38])[CH:32]=3)=[N:10][C:9]=2[N:18]([C:20]2[CH:21]=[C:22]3[C:26](=[CH:27][CH:28]=2)[CH2:25][CH2:24][CH2:23]3)[CH:19]=1)=[O:5])[CH3:2]. Given the reactants [CH2:1]([O:3][C:4]([C:6]1[C:7](=[O:29])[C:8]2[CH:13]=[N:12][C:11](S(C)(=O)=O)=[N:10][C:9]=2[N:18]([C:20]2[CH:21]=[C:22]3[C:26](=[CH:27][CH:28]=2)[CH2:25][CH2:24][CH2:23]3)[CH:19]=1)=[O:5])[CH3:2].[NH2:30][C:31]1[CH:32]=[C:33]([CH:39]=[CH:40][CH:41]=1)[C:34]([N:36]([CH3:38])[CH3:37])=[O:35], predict the reaction product. (2) Given the reactants [H-].[K+].[Cl:3][C:4]1[CH:9]=[C:8]([C:10]([F:13])([F:12])[F:11])[CH:7]=[C:6]([Cl:14])[C:5]=1[N:15]1[C:19]([NH2:20])=[C:18]([S:21]([CH2:23][CH3:24])=[O:22])[C:17]([C:25]#[N:26])=[N:16]1.[CH3:27][S:28][CH2:29][CH2:30]Cl.[Cl-].[NH4+], predict the reaction product. The product is: [Cl:3][C:4]1[CH:9]=[C:8]([C:10]([F:13])([F:11])[F:12])[CH:7]=[C:6]([Cl:14])[C:5]=1[N:15]1[C:19]([NH:20][CH2:30][CH2:29][S:28][CH3:27])=[C:18]([S:21]([CH2:23][CH3:24])=[O:22])[C:17]([C:25]#[N:26])=[N:16]1.